Dataset: Reaction yield outcomes from USPTO patents with 853,638 reactions. Task: Predict the reaction yield, written as a fraction of the theoretical maximum amount of product (1.0 means a 100% yield; for example, 0.34 means a 34% yield). (1) The reactants are [N+:1]([C:4]1[CH:11]=[CH:10][C:7]([CH2:8][Cl:9])=[CH:6][CH:5]=1)([O-:3])=[O:2].[NH2:12][C:13]([NH2:15])=[S:14]. The catalyst is C(O)C. The product is [CH:6]1[C:7]([CH2:8][S:14][C:13]([NH2:15])=[NH:12])=[CH:10][CH:11]=[C:4]([N+:1]([O-:3])=[O:2])[CH:5]=1.[ClH:9]. The yield is 0.908. (2) The reactants are [Cl:1][C:2]1[CH:10]=[C:9]2[C:5]([C:6]([C:14](=[O:19])C(F)(F)F)=[CH:7][N:8]2[CH:11]([CH3:13])[CH3:12])=[CH:4][CH:3]=1.[OH-:20].[Na+].Cl. No catalyst specified. The product is [Cl:1][C:2]1[CH:10]=[C:9]2[C:5]([C:6]([C:14]([OH:19])=[O:20])=[CH:7][N:8]2[CH:11]([CH3:12])[CH3:13])=[CH:4][CH:3]=1. The yield is 0.990. (3) The reactants are [F:1][CH:2]([F:12])[O:3][CH2:4][C@@H:5]1[CH2:8][CH2:7][C@H:6]1C(O)=O.C1C=CC(P([N:27]=[N+]=[N-])(C2C=CC=CC=2)=O)=CC=1.[Cl:30][C:31]1[CH:32]=[C:33]([C:38]2[C:46]([C:47]([NH2:49])=[O:48])=[C:41]3[CH2:42][NH:43][CH2:44][CH2:45][N:40]3[N:39]=2)[CH:34]=[CH:35][C:36]=1[F:37].C1[CH2:54][O:53]CC1. The catalyst is C1(C)C=CC=CC=1.C(OCC)(=O)C. The product is [Cl:30][C:31]1[CH:32]=[C:33]([C:38]2[C:46]([C:47]([NH2:49])=[O:48])=[C:41]3[CH2:42][N:43]([C:54]([NH:27][C@@H:6]4[CH2:7][CH2:8][C@H:5]4[CH2:4][O:3][CH:2]([F:1])[F:12])=[O:53])[CH2:44][CH2:45][N:40]3[N:39]=2)[CH:34]=[CH:35][C:36]=1[F:37]. The yield is 0.200. (4) The reactants are [NH2:1][C:2]1[CH:7]=[CH:6][C:5](B2OC(C)(C)C(C)(C)O2)=[CH:4][N:3]=1.Br[C:18]1[C:19]([CH3:28])=[CH:20][C:21]2[O:26][CH2:25][CH2:24][O:23][C:22]=2[CH:27]=1.C([O-])([O-])=O.[Na+].[Na+]. The catalyst is O1CCOCC1.CC#N.CC(P(C(C)(C)C)C1C=CC(N(C)C)=CC=1)(C)C.CC(P(C(C)(C)C)C1C=CC(N(C)C)=CC=1)(C)C.Cl[Pd]Cl. The product is [CH3:28][C:19]1[C:18]([C:5]2[CH:6]=[CH:7][C:2]([NH2:1])=[N:3][CH:4]=2)=[CH:27][C:22]2[O:23][CH2:24][CH2:25][O:26][C:21]=2[CH:20]=1. The yield is 0.260. (5) The catalyst is CN(C=O)C. The product is [CH2:1]([O:3][CH:4]([O:15][CH2:16][CH3:17])[CH2:5][N:6]([CH3:20])[C:7]1[CH:8]=[C:9]([CH:12]=[CH:13][CH:14]=1)[C:10]#[N:11])[CH3:2]. The yield is 0.730. The reactants are [CH2:1]([O:3][CH:4]([O:15][CH2:16][CH3:17])[CH2:5][NH:6][C:7]1[CH:8]=[C:9]([CH:12]=[CH:13][CH:14]=1)[C:10]#[N:11])[CH3:2].[H-].[Na+].[CH3:20]I.[NH4+].[Cl-]. (6) The reactants are [SH:1][C:2]1[S:3][C:4]2[CH:10]=[CH:9][C:8]([CH3:11])=[CH:7][C:5]=2[N:6]=1.Cl[C:13]1[C:18]([Cl:19])=[CH:17][C:16]([N+:20]([O-:22])=[O:21])=[CH:15][C:14]=1[C:23](=[O:25])[CH3:24].[H-].[Na+]. The catalyst is CN(C=O)C. The product is [Cl:19][C:18]1[C:13]([S:1][C:2]2[S:3][C:4]3[CH:10]=[CH:9][C:8]([CH3:11])=[CH:7][C:5]=3[N:6]=2)=[C:14]([C:23](=[O:25])[CH3:24])[CH:15]=[C:16]([N+:20]([O-:22])=[O:21])[CH:17]=1. The yield is 0.980. (7) The reactants are Cl[C:2]([O:4][CH2:5][C:6]1[CH:11]=[CH:10][CH:9]=[CH:8][CH:7]=1)=[O:3].[NH:12]1[CH2:20][CH2:19][CH:15]([C:16]([OH:18])=[O:17])[CH2:14][CH2:13]1.C(=O)(O)[O-].[Na+]. The catalyst is C1(C)C=CC=CC=1.O. The product is [C:2]([N:12]1[CH2:20][CH2:19][CH:15]([C:16]([OH:18])=[O:17])[CH2:14][CH2:13]1)([O:4][CH2:5][C:6]1[CH:11]=[CH:10][CH:9]=[CH:8][CH:7]=1)=[O:3]. The yield is 0.860.